Task: Predict the reaction yield, written as a fraction of the theoretical maximum amount of product (1.0 means a 100% yield; for example, 0.34 means a 34% yield).. Dataset: Reaction yield outcomes from USPTO patents with 853,638 reactions (1) The reactants are [N:1]12[CH2:8][CH2:7][CH:4]([CH2:5][CH2:6]1)[C@H:3]([NH:9][C:10]([C:12]1[CH:13]=[CH:14][CH:15]=[C:16]3[O:20][C:19]([C:21]4[S:25][CH:24]=[N:23][C:22]=4[CH3:26])=[N:18][C:17]=13)=[O:11])[CH2:2]2.[ClH:27]. The catalyst is CO.C(OCC)C. The product is [ClH:27].[N:1]12[CH2:8][CH2:7][CH:4]([CH2:5][CH2:6]1)[C@H:3]([NH:9][C:10]([C:12]1[CH:13]=[CH:14][CH:15]=[C:16]3[O:20][C:19]([C:21]4[S:25][CH:24]=[N:23][C:22]=4[CH3:26])=[N:18][C:17]=13)=[O:11])[CH2:2]2. The yield is 0.740. (2) The reactants are [C:1]([C:5]1[CH:6]=[C:7]([C:12]([CH3:16])([CH3:15])[C:13]#[N:14])[CH:8]=C(C)[CH:10]=1)([CH3:4])([CH3:3])[CH3:2].OS(O)(=O)=O.[CH3:22][C:23]([OH:25])=[O:24]. The catalyst is O. The product is [C:1]([C:5]1[CH:10]=[C:22]([CH:8]=[C:7]([C:12]([C:13]#[N:14])([CH3:16])[CH3:15])[CH:6]=1)[C:23]([OH:25])=[O:24])([CH3:4])([CH3:2])[CH3:3]. The yield is 0.480. (3) The reactants are [CH2:1]([O:8][C:9]1[CH:10]=[CH:11][C:12]([C:15]2[N:19]([C:20]3[CH:21]=[N:22][C:23]([CH3:26])=[CH:24][CH:25]=3)[N:18]=[C:17]([C:27]([OH:29])=O)[CH:16]=2)=[N:13][CH:14]=1)[C:2]1[CH:7]=[CH:6][CH:5]=[CH:4][CH:3]=1.[CH2:30]([NH:32][CH3:33])[CH3:31]. No catalyst specified. The product is [CH2:30]([N:32]([CH3:33])[C:27]([C:17]1[CH:16]=[C:15]([C:12]2[CH:11]=[CH:10][C:9]([O:8][CH2:1][C:2]3[CH:7]=[CH:6][CH:5]=[CH:4][CH:3]=3)=[CH:14][N:13]=2)[N:19]([C:20]2[CH:21]=[N:22][C:23]([CH3:26])=[CH:24][CH:25]=2)[N:18]=1)=[O:29])[CH3:31]. The yield is 0.900.